From a dataset of Forward reaction prediction with 1.9M reactions from USPTO patents (1976-2016). Predict the product of the given reaction. (1) Given the reactants CN.[C:3]1([C:18]2[CH:23]=[CH:22][CH:21]=[CH:20][CH:19]=2)[CH:8]=[CH:7][C:6]([C:9](=O)[CH2:10][N:11]2[CH2:16][CH2:15][O:14][CH2:13][CH2:12]2)=[CH:5][CH:4]=1.[C:24]([BH3-])#[N:25].[Na+].C(O)(=O)C, predict the reaction product. The product is: [C:3]1([C:18]2[CH:23]=[CH:22][CH:21]=[CH:20][CH:19]=2)[CH:8]=[CH:7][C:6]([CH:9]([NH:25][CH3:24])[CH2:10][N:11]2[CH2:16][CH2:15][O:14][CH2:13][CH2:12]2)=[CH:5][CH:4]=1. (2) Given the reactants C([O:8][CH2:9][CH2:10][C:11]([C:31]1[CH:36]=[CH:35][C:34]([Cl:37])=[CH:33][CH:32]=1)=[C:12]([C:19]1[CH:30]=[CH:29][C:22]([O:23][CH2:24][CH2:25][N:26]([CH3:28])[CH3:27])=[CH:21][CH:20]=1)[C:13]1[CH:18]=[CH:17][CH:16]=[CH:15][CH:14]=1)C1C=CC=CC=1.C(Cl)(=O)C.C(OCC)(=O)C, predict the reaction product. The product is: [Cl:37][C:34]1[CH:35]=[CH:36][C:31]([C:11](=[C:12]([C:19]2[CH:20]=[CH:21][C:22]([O:23][CH2:24][CH2:25][N:26]([CH3:27])[CH3:28])=[CH:29][CH:30]=2)[C:13]2[CH:18]=[CH:17][CH:16]=[CH:15][CH:14]=2)[CH2:10][CH2:9][OH:8])=[CH:32][CH:33]=1. (3) Given the reactants [H-].[Na+].[NH:3]1[CH:7]=[C:6]([CH2:8][CH2:9][NH2:10])[N:5]=[CH:4]1.[Cl:11][C:12]1[CH:13]=[C:14]([NH:19][C:20]2[N:25]=[C:24](S(C)(=O)=O)[C:23]([C:30]3[CH:31]=[N:32][CH:33]=[N:34][CH:35]=3)=[CH:22][N:21]=2)[CH:15]=[CH:16][C:17]=1[F:18].O, predict the reaction product. The product is: [Cl:11][C:12]1[CH:13]=[C:14]([NH:19][C:20]2[N:25]=[C:24]([NH:10][CH2:9][CH2:8][C:6]3[N:5]=[CH:4][NH:3][CH:7]=3)[C:23]([C:30]3[CH:31]=[N:32][CH:33]=[N:34][CH:35]=3)=[CH:22][N:21]=2)[CH:15]=[CH:16][C:17]=1[F:18]. (4) Given the reactants O.[C:2]([OH:6])(=[O:5])[CH:3]=O.Cl.N1CCOCC1.O1CCOCC1.[F:20][C:21]([F:27])([F:26])[CH2:22][CH2:23][CH:24]=[O:25], predict the reaction product. The product is: [OH:25][CH:24]1[O:6][C:2](=[O:5])[CH:3]=[C:23]1[CH2:22][C:21]([F:27])([F:26])[F:20]. (5) Given the reactants [CH2:1]([O:3][C:4]([C@@:6]1([NH:11][C:12]([C@@H:14]2[CH2:18][C@@H:17]([O:19][C:20]3[C:29]4[C:24](=[CH:25][C:26]([O:30][CH3:31])=[CH:27][CH:28]=4)[N:23]=[C:22]([C:32]4[CH:37]=[CH:36][CH:35]=[CH:34][CH:33]=4)[CH:21]=3)[CH2:16][N:15]2[C:38](=[O:49])[NH:39][C@H:40]([CH2:45][N:46]=[N+]=[N-])[CH2:41][CH:42]([CH3:44])[CH3:43])=[O:13])[CH2:8][C@H:7]1[CH:9]=[CH2:10])=[O:5])[CH3:2].C1C=CC(P(C2C=CC=CC=2)C2C=CC=CC=2)=CC=1.CO, predict the reaction product. The product is: [CH2:1]([O:3][C:4]([C@@:6]1([NH:11][C:12]([C@@H:14]2[CH2:18][C@@H:17]([O:19][C:20]3[C:29]4[C:24](=[CH:25][C:26]([O:30][CH3:31])=[CH:27][CH:28]=4)[N:23]=[C:22]([C:32]4[CH:37]=[CH:36][CH:35]=[CH:34][CH:33]=4)[CH:21]=3)[CH2:16][N:15]2[C:38](=[O:49])[NH:39][C@H:40]([CH2:45][NH2:46])[CH2:41][CH:42]([CH3:44])[CH3:43])=[O:13])[CH2:8][C@H:7]1[CH:9]=[CH2:10])=[O:5])[CH3:2]. (6) Given the reactants C(N(C(C)C)CC)(C)C.[Cl:10][C:11]1[CH:12]=[CH:13][C:14]2[N:18]=[CH:17][N:16]([C:19]3[N:24]=[C:23](SC#N)[C:22]([N+:28]([O-:30])=[O:29])=[CH:21][N:20]=3)[C:15]=2[CH:31]=1.Cl.[C:33]([O:37][C:38](=[O:42])[C@@H:39]([CH3:41])[NH2:40])([CH3:36])([CH3:35])[CH3:34], predict the reaction product. The product is: [Cl:10][C:11]1[CH:12]=[CH:13][C:14]2[N:18]=[CH:17][N:16]([C:19]3[N:24]=[C:23]([NH:40][C@H:39]([CH3:41])[C:38]([O:37][C:33]([CH3:36])([CH3:35])[CH3:34])=[O:42])[C:22]([N+:28]([O-:30])=[O:29])=[CH:21][N:20]=3)[C:15]=2[CH:31]=1.